Dataset: Full USPTO retrosynthesis dataset with 1.9M reactions from patents (1976-2016). Task: Predict the reactants needed to synthesize the given product. (1) Given the product [ClH:36].[F:1][C:2]1[CH:3]=[CH:4][C:5]([C:8]2[C:13]3[CH2:14][N:15]([C:19]([C:21]4[CH:22]=[C:23]([CH:33]=[CH:34][CH:35]=4)[CH2:24][NH2:25])=[O:20])[CH2:16][CH2:17][O:18][C:12]=3[N:11]=[CH:10][CH:9]=2)=[CH:6][CH:7]=1, predict the reactants needed to synthesize it. The reactants are: [F:1][C:2]1[CH:7]=[CH:6][C:5]([C:8]2[C:13]3[CH2:14][N:15]([C:19]([C:21]4[CH:22]=[C:23]([CH:33]=[CH:34][CH:35]=4)[CH2:24][NH:25]C(=O)OC(C)(C)C)=[O:20])[CH2:16][CH2:17][O:18][C:12]=3[N:11]=[CH:10][CH:9]=2)=[CH:4][CH:3]=1.[ClH:36]. (2) Given the product [CH3:1][C:2]1[N:3]=[CH:4][N:5]([CH2:17][C:18]([O:20][CH2:21][CH3:22])=[O:19])[CH:6]=1.[CH3:1][C:2]1[N:3]([CH2:17][C:18]([O:20][CH2:21][CH3:22])=[O:19])[CH:4]=[N:5][CH:6]=1, predict the reactants needed to synthesize it. The reactants are: [CH3:1][C:2]1[N:3]=[CH:4][NH:5][CH:6]=1.C(=O)([O-])[O-].[K+].[K+].[OH-].[K+].[Cl-].Br[CH2:17][C:18]([O:20][CH2:21][CH3:22])=[O:19]. (3) Given the product [Cl:8][C:4]1[CH:5]=[CH:6][CH:7]=[C:2]([Cl:1])[C:3]=1[CH2:9][S:10]([C:13]1[CH:14]=[C:15]2[C:19](=[CH:20][CH:21]=1)[NH:18][C:17](=[O:22])/[C:16]/2=[CH:32]\[C:31]1[NH:30][C:29]2[CH2:34][CH2:35][CH2:36][CH2:37][CH2:38][C:28]=2[C:27]=1[CH2:26][CH2:25][CH2:24][OH:23])(=[O:12])=[O:11], predict the reactants needed to synthesize it. The reactants are: [Cl:1][C:2]1[CH:7]=[CH:6][CH:5]=[C:4]([Cl:8])[C:3]=1[CH2:9][S:10]([C:13]1[CH:14]=[C:15]2[C:19](=[CH:20][CH:21]=1)[NH:18][C:17](=[O:22])[CH2:16]2)(=[O:12])=[O:11].[OH:23][CH2:24][CH2:25][CH2:26][C:27]1[C:28]2[CH2:38][CH2:37][CH2:36][CH2:35][CH2:34][C:29]=2[NH:30][C:31]=1[CH:32]=O.N1CCCCC1. (4) Given the product [CH3:1][C:2]1[N:3]=[CH:4][C:5]([N:8]2[C@@H:15]3[C@@H:10]([CH2:11][CH2:12][N:13]([C:39]([C:38]4[CH:42]=[CH:43][CH:44]=[CH:45][C:37]=4[N:33]4[N:34]=[CH:35][CH:36]=[N:32]4)=[O:40])[CH2:14]3)[CH2:9]2)=[N:6][CH:7]=1, predict the reactants needed to synthesize it. The reactants are: [CH3:1][C:2]1[N:3]=[CH:4][C:5]([N:8]2[C@@H:15]3[C@@H:10]([CH2:11][CH2:12][NH:13][CH2:14]3)[CH2:9]2)=[N:6][CH:7]=1.CC1C=C(C)N=C(N2[C@@H]3[C@@H](CCNC3)C2)N=1.[N:32]1[N:33]([C:37]2[CH:45]=[CH:44][CH:43]=[CH:42][C:38]=2[C:39](O)=[O:40])[N:34]=[CH:35][CH:36]=1.S1C=CC=C1C1C=CC=CC=1C(O)=O. (5) Given the product [NH2:8][CH:9]([CH2:22][CH3:24])[CH2:10][NH:11][C:12]1[C:21]2[C:16](=[CH:17][CH:18]=[CH:19][CH:20]=2)[N:15]=[CH:14][CH:13]=1, predict the reactants needed to synthesize it. The reactants are: C([NH:8][CH:9]([CH3:22])[CH2:10][NH:11][C:12]1[C:21]2[C:16](=[CH:17][CH:18]=[CH:19][CH:20]=2)[N:15]=[CH:14][CH:13]=1)(OC(C)(C)C)=O.F[C:24](F)(F)C(O)=O. (6) Given the product [Cl:5][C:6]1[C:7]([N:13]2[CH:17]([C:18]([O:20][CH2:21][CH3:22])=[O:19])[CH2:16][C:15](=[O:23])[NH:14]2)=[N:8][CH:9]=[C:10]([Cl:12])[CH:11]=1, predict the reactants needed to synthesize it. The reactants are: [O-]CC.[Na+].[Cl:5][C:6]1[C:7]([NH:13][NH2:14])=[N:8][CH:9]=[C:10]([Cl:12])[CH:11]=1.[C:15](OCC)(=[O:23])/[CH:16]=[CH:17]\[C:18]([O:20][CH2:21][CH3:22])=[O:19].C(O)(=O)C. (7) Given the product [Br:13][CH:2]([CH2:3][C:4]1[CH:9]=[CH:8][CH:7]=[CH:6][CH:5]=1)[C:10]([OH:12])=[O:11], predict the reactants needed to synthesize it. The reactants are: N[CH:2]([C:10]([OH:12])=[O:11])[CH2:3][C:4]1[CH:9]=[CH:8][CH:7]=[CH:6][CH:5]=1.[BrH:13].N([O-])=O.[Na+]. (8) Given the product [C:2]1([C:1]2[CH:12]=[C:11]([C:10]([O:14][CH3:15])=[O:13])[O:9][N:8]=2)[CH:7]=[CH:6][CH:5]=[CH:4][CH:3]=1, predict the reactants needed to synthesize it. The reactants are: [CH:1](=[N:8]/[OH:9])\[C:2]1[CH:7]=[CH:6][CH:5]=[CH:4][CH:3]=1.[C:10]([O:14][CH3:15])(=[O:13])[C:11]#[CH:12].[Cl-].[K+].OOS([O-])=O.[K+].